Dataset: Experimentally validated miRNA-target interactions with 360,000+ pairs, plus equal number of negative samples. Task: Binary Classification. Given a miRNA mature sequence and a target amino acid sequence, predict their likelihood of interaction. (1) The miRNA is hsa-miR-548f-3p with sequence AAAAACUGUAAUUACUUUU. The protein sequence of the target gene is MTTTLVSATIFDLSEVLCKGNKMLNYSAPSAGGCLLDRKAVGTPAGGGFPRRHSVTLPSSKFHQNQLLSSLKGEPAPALSSRDSRFRDRSFSEGGERLLPTQKQPGGGQVNSSRYKTELCRPFEENGACKYGDKCQFAHGIHELRSLTRHPKYKTELCRTFHTIGFCPYGPRCHFIHNAEERRALAGARDLSADRPRLQHSFSFAGFPSAAATAAATGLLDSPTSITPPPILSADDLLGSPTLPDGTNNPFAFSSQELASLFAPSMGLPGGGSPTTFLFRPMSESPHMFDSPPSPQDSLS.... Result: 1 (interaction). (2) The miRNA is hsa-miR-6516-5p with sequence UUUGCAGUAACAGGUGUGAGCA. The protein sequence of the target gene is MDDDKPFQPKNISKMAELFMECEEEELEPWQKKVEETQDEDDDELIFVGEISSSKPAISNILNRGHSSSSSKGIKSEPHSPGIPEIFRTASQRCRDPPSNPVAASPRFHLVSKSSQSSVTVENASKPDFTKNSQVGSDNSSILLFDSTQESLPPSQDIPAIFREGMKNTSYVLKHPSTSKVNSVTPKKPKTSEDVPQINPSTSLPLIGSPPVTSSQVMLSKGTNTSSPYDAGADYLRACPKCNVQFNLLDPLKYHMKHCCPDMITKFLGVIVKSERPCDEDKTDSETGKLIMLVNEFYYG.... Result: 1 (interaction). (3) The miRNA is hsa-miR-6747-5p with sequence AGGGGUGUGGAAAGAGGCAGAACA. The protein sequence of the target gene is MFEKYPGKMEGLFRHNPYTAFPPAVPGLPPGLPPAVSFGSLQGAFQPKSTNPELPPRLGPVPSGLSQKGTQIPDHFRPPLRKPGKWCAMHVRVAYMILRHQEKMKGDSHKLDFRNDLLPCLPGPYGALPPGQELSHPASLFTATGAVHAAANPFTAAPGAHGPFLSPSTHIDPFGRPTSFASLAALSNGAFGGLGSPTFNSGAVFAQKESPGAPPAFASPPDPWGRLHRSPLTFPAWVRPPEAARTPGSDKERPVERREPSITKEEKDRDLPFSRPQLRVSPATPKARAGEEGPRPTKES.... Result: 1 (interaction). (4) The miRNA is hsa-miR-6727-3p with sequence UCCUGCCACCUCCUCCGCAG. The protein sequence of the target gene is MARSPGDRCALLLLVQLLAVVCLDFGNGLHLEVFSPRNEGKPFPKHTHLVRQKRAWITAPVALREGEDLSRKNPIAKIHSDLAEEKGIKITYKYTGKGITEPPFGIFVFDRNTGELNITSILDREETPYFLLTGYALDSRGNNLEKPLELRIKVLDINDNEPVFTQEVFVGSIEELSAAHTLVMKITATDADDPETLNAKVSYRIVSQEPANSHMFYLNKDTGEIYTTSFTLDREEHSSYSLTVEARDGNGQITDKPVQQAQVQIRILDVNDNIPVVENKMYEGTVEENQVNVEVMRIKV.... Result: 0 (no interaction). (5) The miRNA is hsa-miR-4712-3p with sequence AAUGAGAGACCUGUACUGUAU. The protein sequence of the target gene is MGRVVAELVSSLLGLWLLLCSCGCPEGAELRAPPDKIAIIGAGIGGTSAAYYLRQKFGKDVKIDLFEREEVGGRLATMMVQGQEYEAGGSVIHPLNLHMKRFVKDLGLSAVQASGGLLGIYNGETLVFEESNWFIINVIKLVWRYGFQSLRMHMWVEDVLDKFMRIYRYQSHDYAFSSVEKLLHALGGDDFLGMLNRTLLETLQKAGFSEKFLNEMIAPVMRVNYGQSTDINAFVGAVSLSCSDSGLWAVEGGNKLVCSGLLQASKSNLISGSVMYIEEKTKTKYTGNPTKMYEVVYQIG.... Result: 0 (no interaction). (6) The miRNA is hsa-miR-140-3p with sequence UACCACAGGGUAGAACCACGG. The protein sequence of the target gene is MAAGRLPSARAVLAPLFLGLALLSVGPAPARALHNVTAELFGAEAWGTLAAFGDLNSDKQTDLFVLRERNDLIVFLADQSAPYFKPKVKVSLKTLSALVTSVVPGDYDGDSQMDVLLTYFPQNHTNSELGAVIFWGQNQTLDPKNMTILNRTFHDQPLIMDFNGDLIPDVFGITNESSQPQILLGGDLSWHPALTTKSKMRDPHSHAFIDLTEDFTADLFLTTLTASNAFQFEIWENLGGNFSIHSVFEKPKNLVVVGQSAFADFDGDGHMDHLLPGCEDKDCQKSAIYLMRSGTGQWVP.... Result: 0 (no interaction). (7) The miRNA is mmu-miR-3068-5p with sequence UUGGAGUUCAUGCAAGUUCUAACC. The protein sequence of the target gene is MEEPSRPSSDTLTTVESSSGEPDKEVASPDGAAPATFSSVEEPSPNPTAMPPVWDHGGPLQQVAYPASDSCQTGSTNTGVGTNEDLRLPRRRPPPGKQIPCSSPGCCLSFPSVRDLAQHLRTHCPPTQSLEGKLFRCSALSCTESFPSMQELVAHGKLHYKPNRYFKCENCLLRFRTHRSLFKHLHVCIDHGQNPAPPPPPALDKEPPVPERPPESDPSSSLGLPFPLLEPFTSAPTGPFLPYLNPAPFGLSPPRLRPFLAATPGPPASSTAIWKKSQGATSSPRRPQGGSDAPSGACR. Result: 0 (no interaction). (8) The miRNA is mmu-miR-466b-5p with sequence UGAUGUGUGUGUACAUGUACAU. The protein sequence of the target gene is MALLAIHSWRWAAAAVAFEKHKHSAVLTRALVSMCGSGPRWSSSQRGASGSARLSQTTESLRNTTQQRWGKDNSRQLLDATKALQTWPLIEKRTCWHGHAGGGLHTDPKEGLKDVDTRKIIKAMLSYVWPEDRPDLRARVAISLGFLGGAKAMNIVVPFMFKYAVDSLNQMSGNMLNLSDAPNTVATMATAVLIGYGVSRAGAAFFNEVRNAVFGKVAQNSIRRIAKNVFLHLHNLDLGFHLSRQTGALSKAIDRGTRGISFVLSALVFNLLPIVFEMMLVSSVLYYKCGAQFALVTLGT.... Result: 0 (no interaction). (9) The miRNA is hsa-miR-585-5p with sequence CUAGCACACAGAUACGCCCAGA. The protein sequence of the target gene is MAAGELEGGKPLSGLLNALAQDTFHGYPGITEELLRSQLYPEVPPEEFRPFLAKMRGILKSIASADMDFNQLEAFLTAQTKKQGGITSDQAAVISKFWKSHKTKIRESLMNQSRWNSGLRGLSWRVDGKSQSRHSAQIHTPVAIIELELGKYGQESEFLCLEFDEVKVNQILKTLSEVEESISTLISQPN. Result: 0 (no interaction).